Dataset: Peptide-MHC class II binding affinity with 134,281 pairs from IEDB. Task: Regression. Given a peptide amino acid sequence and an MHC pseudo amino acid sequence, predict their binding affinity value. This is MHC class II binding data. (1) The peptide sequence is KMIGGIGGFIKVRQYDQIAI. The MHC is DRB1_0802 with pseudo-sequence DRB1_0802. The binding affinity (normalized) is 0.328. (2) The binding affinity (normalized) is 0. The MHC is HLA-DQA10102-DQB10604 with pseudo-sequence HLA-DQA10102-DQB10604. The peptide sequence is HLCGRHLVEAL. (3) The MHC is DRB1_0404 with pseudo-sequence DRB1_0404. The binding affinity (normalized) is 0.654. The peptide sequence is GELQIVDLIDAAFKI. (4) The MHC is HLA-DPA10103-DPB10401 with pseudo-sequence HLA-DPA10103-DPB10401. The peptide sequence is ASTGGAYESYKFIPA. The binding affinity (normalized) is 0.473.